From a dataset of Catalyst prediction with 721,799 reactions and 888 catalyst types from USPTO. Predict which catalyst facilitates the given reaction. (1) Reactant: [CH:1]1([N:4]([CH2:18][C:19]2[S:23][C:22]([C:24]([O:26]CC)=O)=[N:21][N:20]=2)[S:5]([C:8]2[C:13]([CH3:14])=[CH:12][C:11]([O:15][CH3:16])=[CH:10][C:9]=2[CH3:17])(=[O:7])=[O:6])[CH2:3][CH2:2]1.[N:29]1([CH2:34][CH2:35][CH2:36][N:37]2[CH2:42][CH2:41][NH:40][CH2:39][CH2:38]2)[CH2:33][CH2:32][CH2:31][CH2:30]1.C[Al](C)C. Product: [NH3:4].[CH:1]1([N:4]([CH2:18][C:19]2[S:23][C:22]([C:24]([N:40]3[CH2:39][CH2:38][N:37]([CH2:36][CH2:35][CH2:34][N:29]4[CH2:30][CH2:31][CH2:32][CH2:33]4)[CH2:42][CH2:41]3)=[O:26])=[N:21][N:20]=2)[S:5]([C:8]2[C:13]([CH3:14])=[CH:12][C:11]([O:15][CH3:16])=[CH:10][C:9]=2[CH3:17])(=[O:7])=[O:6])[CH2:2][CH2:3]1. The catalyst class is: 26. (2) Reactant: [C:1]([O:9][CH2:10][CH3:11])(=[O:8])[CH2:2][C:3]([O:5][CH2:6][CH3:7])=[O:4].C([O-])([O-])=O.[K+].[K+].Cl[C:19]1[CH:24]=[CH:23][C:22]([N+:25]([O-:27])=[O:26])=[CH:21][N:20]=1. Product: [N+:25]([C:22]1[CH:23]=[CH:24][C:19]([CH:2]([C:3]([O:5][CH2:6][CH3:7])=[O:4])[C:1]([O:9][CH2:10][CH3:11])=[O:8])=[N:20][CH:21]=1)([O-:27])=[O:26]. The catalyst class is: 9. (3) Reactant: [O:1]1[CH2:5][CH2:4][CH:3]([O:6][CH2:7][CH2:8][O:9]C2CCCCO2)[CH2:2]1.Cl.C(O)(C)C. Product: [O:1]1[CH2:5][CH2:4][CH:3]([O:6][CH2:7][CH2:8][OH:9])[CH2:2]1. The catalyst class is: 5. (4) Reactant: [F:1][C:2]1[CH:7]=[CH:6][C:5]([C:8]2[O:9][C:10]3[CH:20]=[CH:19][C:18]([C:21]4[CH:22]=[C:23]([CH:27]=[CH:28][C:29]=4[CH3:30])[C:24]([OH:26])=O)=[CH:17][C:11]=3[C:12]=2[C:13](=[O:16])[NH:14][CH3:15])=[CH:4][CH:3]=1.Cl.[N:32]1[CH:37]=[CH:36][CH:35]=[C:34]([C:38]2([NH2:41])[CH2:40][CH2:39]2)[N:33]=1.C(N(CC)CC)C. Product: [F:1][C:2]1[CH:7]=[CH:6][C:5]([C:8]2[O:9][C:10]3[CH:20]=[CH:19][C:18]([C:21]4[CH:22]=[C:23]([C:24](=[O:26])[NH:41][C:38]5([C:34]6[N:33]=[N:32][CH:37]=[CH:36][CH:35]=6)[CH2:40][CH2:39]5)[CH:27]=[CH:28][C:29]=4[CH3:30])=[CH:17][C:11]=3[C:12]=2[C:13]([NH:14][CH3:15])=[O:16])=[CH:4][CH:3]=1. The catalyst class is: 3.